Dataset: Catalyst prediction with 721,799 reactions and 888 catalyst types from USPTO. Task: Predict which catalyst facilitates the given reaction. The catalyst class is: 91. Reactant: Cl[C:2](Cl)([O:4]C(=O)OC(Cl)(Cl)Cl)Cl.[CH:13]([N:16]1[CH2:21][CH2:20][N:19]([CH2:22][C:23]2[CH:24]=[C:25]([CH:27]=[C:28]([C:30]([F:33])([F:32])[F:31])[CH:29]=2)[NH2:26])[CH2:18][CH2:17]1)([CH3:15])[CH3:14].CCN(CC)CC.[CH3:41][NH:42][C:43]1[N:48]=[CH:47][N:46]=[C:45]([O:49][C:50]2[CH:51]=[C:52]3[C:57](=[CH:58][CH:59]=2)[NH:56][CH2:55][CH2:54][CH2:53]3)[CH:44]=1.C([O-])([O-])=O.[Na+].[Na+]. Product: [CH:13]([N:16]1[CH2:17][CH2:18][N:19]([CH2:22][C:23]2[CH:24]=[C:25]([NH:26][C:2]([N:56]3[C:57]4[C:52](=[CH:51][C:50]([O:49][C:45]5[CH:44]=[C:43]([NH:42][CH3:41])[N:48]=[CH:47][N:46]=5)=[CH:59][CH:58]=4)[CH2:53][CH2:54][CH2:55]3)=[O:4])[CH:27]=[C:28]([C:30]([F:33])([F:32])[F:31])[CH:29]=2)[CH2:20][CH2:21]1)([CH3:15])[CH3:14].